This data is from NCI-60 drug combinations with 297,098 pairs across 59 cell lines. The task is: Regression. Given two drug SMILES strings and cell line genomic features, predict the synergy score measuring deviation from expected non-interaction effect. (1) Drug 1: CC1CCC2CC(C(=CC=CC=CC(CC(C(=O)C(C(C(=CC(C(=O)CC(OC(=O)C3CCCCN3C(=O)C(=O)C1(O2)O)C(C)CC4CCC(C(C4)OC)O)C)C)O)OC)C)C)C)OC. Drug 2: CC=C1C(=O)NC(C(=O)OC2CC(=O)NC(C(=O)NC(CSSCCC=C2)C(=O)N1)C(C)C)C(C)C. Cell line: SF-539. Synergy scores: CSS=47.2, Synergy_ZIP=-1.02, Synergy_Bliss=-1.27, Synergy_Loewe=-17.4, Synergy_HSA=-1.54. (2) Cell line: SNB-19. Drug 1: CC12CCC3C(C1CCC2=O)CC(=C)C4=CC(=O)C=CC34C. Drug 2: CC1=C2C(C(=O)C3(C(CC4C(C3C(C(C2(C)C)(CC1OC(=O)C(C(C5=CC=CC=C5)NC(=O)C6=CC=CC=C6)O)O)OC(=O)C7=CC=CC=C7)(CO4)OC(=O)C)O)C)OC(=O)C. Synergy scores: CSS=55.3, Synergy_ZIP=-7.35, Synergy_Bliss=-6.27, Synergy_Loewe=-18.0, Synergy_HSA=-3.28. (3) Drug 1: CCC1=CC2CC(C3=C(CN(C2)C1)C4=CC=CC=C4N3)(C5=C(C=C6C(=C5)C78CCN9C7C(C=CC9)(C(C(C8N6C)(C(=O)OC)O)OC(=O)C)CC)OC)C(=O)OC.C(C(C(=O)O)O)(C(=O)O)O. Drug 2: CC(C)CN1C=NC2=C1C3=CC=CC=C3N=C2N. Cell line: RPMI-8226. Synergy scores: CSS=29.4, Synergy_ZIP=-1.23, Synergy_Bliss=-2.18, Synergy_Loewe=-30.1, Synergy_HSA=-4.21.